This data is from Experimentally validated miRNA-target interactions with 360,000+ pairs, plus equal number of negative samples. The task is: Binary Classification. Given a miRNA mature sequence and a target amino acid sequence, predict their likelihood of interaction. The miRNA is xtr-miR-9-5p with sequence UCUUUGGUUAUCUAGCUGUAUG. The protein sequence of the target gene is MKASSGDQGSPPCFLRFPRPVRVVSGAEAELKCVVLGEPPPVVVWEKGGQQLAASERLSFPADGAEHGLLLTAALPTDAGVYVCRARNAAGEAYAAAAVTVLEPPASDPELQPAERPLPSPGSGEGAPVFLTGPRSQWVLRGAEVVLTCRAGGLPEPTLYWEKDGMALDEVWDSSHFALQPGRAEDGPGASLALRILAARLPDSGVYVCHARNAHGHAQAGALLQVHQPPESPPADPDEAPAPVVEPLKCAPKTFWVNEGKHAKFRCYVMGKPEPEIEWHWEGRPLLPDRRRLMYRDRDG.... Result: 0 (no interaction).